This data is from Catalyst prediction with 721,799 reactions and 888 catalyst types from USPTO. The task is: Predict which catalyst facilitates the given reaction. (1) Reactant: [CH2:1]([C:3]([C:19]1[CH:20]=[C:21](/[CH:25]=[CH:26]/[C:27]([O:29]CC)=[O:28])[CH:22]=[CH:23][CH:24]=1)=[C:4]([C:12]1[CH:17]=[CH:16][C:15]([OH:18])=[CH:14][CH:13]=1)[C:5]1[CH:10]=[CH:9][C:8]([OH:11])=[CH:7][CH:6]=1)[CH3:2].[OH-].[Na+].Cl. Product: [CH2:1]([C:3]([C:19]1[CH:20]=[C:21](/[CH:25]=[CH:26]/[C:27]([OH:29])=[O:28])[CH:22]=[CH:23][CH:24]=1)=[C:4]([C:5]1[CH:10]=[CH:9][C:8]([OH:11])=[CH:7][CH:6]=1)[C:12]1[CH:13]=[CH:14][C:15]([OH:18])=[CH:16][CH:17]=1)[CH3:2]. The catalyst class is: 242. (2) Reactant: [C:1]([CH2:3][CH2:4][N:5]1[CH:9]=[CH:8][N:7]=[C:6]1[S:10][C:11]1[CH:16]=[CH:15][C:14]([N+:17]([O-:19])=[O:18])=[CH:13][CH:12]=1)#[N:2].[N+:20]([O-:23])([O-:22])=[O:21].FC(F)(F)C(O)=O.[OH-].[Na+]. Product: [C:1]([CH2:3][CH2:4][N:5]1[C:9]([N+:20]([O-:22])=[O:21])=[CH:8][N:7]=[C:6]1[S:10][C:11]1[CH:16]=[CH:15][C:14]([N+:17]([O-:19])=[O:18])=[CH:13][CH:12]=1)#[N:2].[C:1]([CH2:3][CH2:4][N:5]1[CH:9]=[C:8]([N+:20]([O-:23])=[O:22])[N:7]=[C:6]1[S:10][C:11]1[CH:16]=[CH:15][C:14]([N+:17]([O-:19])=[O:18])=[CH:13][CH:12]=1)#[N:2]. The catalyst class is: 22. (3) Reactant: C[O:2][C:3](=O)[C:4]1[CH:9]=[C:8]([Cl:10])[C:7]([O:11][C:12]2[CH:17]=[CH:16][N:15]=[CH:14][C:13]=2[C:18]([N:20]2[C:29]3[C:24](=[CH:25][CH:26]=[CH:27][CH:28]=3)[N:23]([CH:30]3[CH2:32][CH2:31]3)[CH2:22][CH2:21]2)=[O:19])=[CH:6][C:5]=1[Cl:33].[H-].[Al+3].[Li+].[H-].[H-].[H-].C(=O)(O)[O-].[Na+]. Product: [CH:30]1([N:23]2[C:24]3[C:29](=[CH:28][CH:27]=[CH:26][CH:25]=3)[N:20]([C:18]([C:13]3[CH:14]=[N:15][CH:16]=[CH:17][C:12]=3[O:11][C:7]3[CH:6]=[C:5]([Cl:33])[C:4]([CH2:3][OH:2])=[CH:9][C:8]=3[Cl:10])=[O:19])[CH2:21][CH2:22]2)[CH2:31][CH2:32]1. The catalyst class is: 7. (4) Reactant: Cl[C:2]1[C:26]([CH3:27])=[CH:25][C:5]2[N:6]=[C:7]3[C:12]([N:13]([CH2:14][CH:15]([OH:22])[CH:16]([OH:21])[CH:17]([OH:20])[CH2:18][OH:19])[C:4]=2[CH:3]=1)=[N:11][C:10](=[O:23])[NH:9][C:8]3=[O:24].[CH3:28][O:29][CH2:30][CH2:31][NH2:32]. Product: [CH3:28][O:29][CH2:30][CH2:31][NH:32][C:2]1[C:26]([CH3:27])=[CH:25][C:5]2[N:6]=[C:7]3[C:12]([N:13]([CH2:14][C@H:15]([OH:22])[C@H:16]([OH:21])[C@H:17]([OH:20])[CH2:18][OH:19])[C:4]=2[CH:3]=1)=[N:11][C:10](=[O:23])[NH:9][C:8]3=[O:24]. The catalyst class is: 58.